From a dataset of Forward reaction prediction with 1.9M reactions from USPTO patents (1976-2016). Predict the product of the given reaction. (1) Given the reactants [Br:1][C:2]1[CH:3]=[C:4]2[C:9](=[CH:10][CH:11]=1)[N:8]=[CH:7][C:6]([NH:12][C:13]([CH:15]1[CH2:17][CH2:16]1)=O)=[C:5]2O.P12(SP3(SP(SP(S3)(S1)=S)(=S)S2)=S)=[S:20], predict the reaction product. The product is: [Br:1][C:2]1[CH:11]=[CH:10][C:9]2[N:8]=[CH:7][C:6]3[N:12]=[C:13]([CH:15]4[CH2:17][CH2:16]4)[S:20][C:5]=3[C:4]=2[CH:3]=1. (2) Given the reactants [OH:1][CH:2]([C:6]1[CH:11]=[CH:10][C:9]([C:12]2[N:16]=[C:15]([C:17]3[O:21][N:20]=[C:19]([C:22]4[CH:27]=[CH:26][CH:25]=[CH:24][CH:23]=4)[C:18]=3[C:28]([F:31])([F:30])[F:29])[O:14][N:13]=2)=[CH:8][CH:7]=1)[C:3](O)=[O:4].[CH3:32][N:33]1CCO[CH2:35][CH2:34]1.CNCC.CN(C(ON1N=NC2C=CC=NC1=2)=[N+](C)C)C.F[P-](F)(F)(F)(F)F, predict the reaction product. The product is: [CH2:34]([N:33]([CH3:32])[C:3](=[O:4])[CH:2]([OH:1])[C:6]1[CH:7]=[CH:8][C:9]([C:12]2[N:16]=[C:15]([C:17]3[O:21][N:20]=[C:19]([C:22]4[CH:27]=[CH:26][CH:25]=[CH:24][CH:23]=4)[C:18]=3[C:28]([F:31])([F:29])[F:30])[O:14][N:13]=2)=[CH:10][CH:11]=1)[CH3:35]. (3) Given the reactants N[C:2]1[CH:7]=[CH:6][C:5]([CH2:8][C:9]([O:11][CH2:12][CH3:13])=[O:10])=[CH:4][C:3]=1[C:14]1[CH:19]=[CH:18][C:17]([C:20]([F:23])([F:22])[F:21])=[CH:16][CH:15]=1.CCCC(C)C.N([O-])=O.[Na+].[I-:34].[K+], predict the reaction product. The product is: [I:34][C:2]1[CH:7]=[CH:6][C:5]([CH2:8][C:9]([O:11][CH2:12][CH3:13])=[O:10])=[CH:4][C:3]=1[C:14]1[CH:19]=[CH:18][C:17]([C:20]([F:23])([F:22])[F:21])=[CH:16][CH:15]=1. (4) Given the reactants [CH2:1]([OH:6])[C:2]#[C:3][CH2:4][OH:5].N1C=CN=C1.[Si:12](Cl)([C:15]([CH3:18])([CH3:17])[CH3:16])([CH3:14])[CH3:13].CCOCC, predict the reaction product. The product is: [Si:12]([O:5][CH2:4][C:3]#[C:2][CH2:1][OH:6])([C:15]([CH3:18])([CH3:17])[CH3:16])([CH3:14])[CH3:13].